This data is from Experimentally validated miRNA-target interactions with 360,000+ pairs, plus equal number of negative samples. The task is: Binary Classification. Given a miRNA mature sequence and a target amino acid sequence, predict their likelihood of interaction. (1) The protein sequence of the target gene is MAAAIASGLIRQKRQAREQHWDRPSASRRRSSPSKNRGLCNGNLVDIFSKVRIFGLKKRRLRRQDPQLKGIVTRLYCRQGYYLQMHPDGALDGTKDDSTNSTLFNLIPVGLRVVAIQGVKTGLYIAMNGEGYLYPSELFTPECKFKESVFENYYVIYSSMLYRQQESGRAWFLGLNKEGQAMKGNRVKKTKPAAHFLPKPLEVAMYREPSLHDVGETVPKPGVTPSKSTSASAIMNGGKPVNKSKTT. Result: 0 (no interaction). The miRNA is hsa-miR-4727-5p with sequence AUCUGCCAGCUUCCACAGUGG. (2) The miRNA is hsa-miR-4782-5p with sequence UUCUGGAUAUGAAGACAAUCAA. The protein sequence of the target gene is MDSGSSSSDSAPDCWDQVDMESPGSAPSGDGVSSAVAEAQREPLSSAFSRKLNVNAKPFVPNVHAAEFVPSFLRGPTQPPTLPAGSGSNDETCTGAGYPQGKRMGRGAPVEPSREEPLVSLEGSNSAVTMELSEPVVENGEVEMALEESWEHSKEVSEAEPGGGSSGDSGPPEESGQEMMEEKEEIRKSKSVIVPSGAPKKEHVNVVFIGHVDAGKSTIGGQIMFLTGMVDKRTLEKYEREAKEKNRETWYLSWALDTNQEERDKGKTVEVGRAYFETERKHFTILDAPGHKSFVPNMIG.... Result: 0 (no interaction). (3) The miRNA is hsa-miR-4685-5p with sequence CCCAGGGCUUGGAGUGGGGCAAGGUU. The protein sequence of the target gene is MATSGGEEAAAAAPAPGAPATGQDTTPGWEVAVRPLLSASYSAFEMKELPQLVASVIESESEILHHEKQYEPFYSSFVALSTHYITTVCSLIPRNQLQSVAAACKVLIEFSLLRLENPDEACAVSQKHLILLIKGLCTGCSRLDRTEIITFTAMMKSAKLPQTVKTLSDVEDQKELASPVSPELRQKEVQMNFLNQLTSVFNPRTVPSPPISPQALVEGENDEQSSPDQVSAAKTKSVFIAQNVASLQELGGSEKLLRVCLNLPYFLRYINRFQDAVVANSFFIMPATVADATAVRNGFH.... Result: 0 (no interaction). (4) The miRNA is mmu-miR-421-5p with sequence CUCAUUAAAUGUUUGUUGAAU. The protein sequence of the target gene is MFLWLFLIVSALISSTNADSDISVEICNVCSCVSVENVLYVNCEKVSVYRPNQLKPPWSNFYHLNFQNNFLNILYPNTFVNFSHAVSLHLGNNKLQNIEGGAFLGLSALKQLHLNNNELKILRADTFLGIENLEYLQADYNLIKYIERGAFNKLHKLKVLILNDNLISFLPDNIFRFASLTHLDIRGNRIQKLPYIGVLEHIGRVVELQLEDNPWNCSCDLLPLKAWLENMPYNIYIGEAICETPSDLYGRLLKETNKQELCPMGTGSDFDVRILPPSQQENGFTTPNGHTTQTTLHRLV.... Result: 0 (no interaction). (5) The miRNA is hsa-miR-191-5p with sequence CAACGGAAUCCCAAAAGCAGCUG. The protein sequence of the target gene is MGNSHCVPQAPRRLRASFSRKPSLKGNREDSARMSAGLPGPEAARSGDAAANKLFHYIPGTDILDLENQRENLEQPFLSVFKKGRRRVPVRNLGKVVHYAKVQLRFQHSQDVSDCYLELFPAHLYFQAHGSEGLTFQGLLPLTELSVCPLEGSREHAFQITGPLPAPLLVLCPSRAELDRWLYHLEKQTALLGGPRRCHSAPPQRRLTRLRTASGHEPGGSAVCASRVKLQHLPAQEQWDRLLVLYPTSLAIFSEELDGLCFKGELPLRAVHINLEEKEKQIRSFLIEGPLINTIRVVCA.... Result: 0 (no interaction). (6) The miRNA is hsa-miR-6814-3p with sequence ACUCGCAUCCUUCCCUUGGCAG. The protein sequence of the target gene is MALKVLPLHRTVLFAAILFLLHLACKVSCETGDCRQQEFKDRSGNCVLCKQCGPGMELSKECGFGYGEDAQCVPCRPHRFKEDWGFQKCKPCADCALVNRFQRANCSHTSDAVCGDCLPGFYRKTKLVGFQDMECVPCGDPPPPYEPHCTSKVNLVKISSTVSSPRDTALAAVICSALATVLLALLILCVIYCKRQFMEKKPSWSLRSQDIQYNGSELSCFDQPRLRHCAHRACCQYHRDSAPMYGPVHLIPSLCCEEARSSARAVLGCGLRSPTTLQERNPASVGDTMPAFFGSVSRSI.... Result: 0 (no interaction).